This data is from Reaction yield outcomes from USPTO patents with 853,638 reactions. The task is: Predict the reaction yield, written as a fraction of the theoretical maximum amount of product (1.0 means a 100% yield; for example, 0.34 means a 34% yield). (1) The reactants are [Cl:1][C:2]1[CH:7]=[CH:6][N:5]=[C:4]([NH:8][CH2:9][C:10]2[O:14][N:13]=[C:12]([CH3:15])[CH:11]=2)[N:3]=1.[CH3:16][O:17][C:18]1[CH:19]=[C:20]([CH2:26][CH2:27][C:28]2[NH:32][N:31]=[C:30]([NH2:33])[CH:29]=2)[CH:21]=[CH:22][C:23]=1[O:24][CH3:25]. The catalyst is C(O)C. The product is [ClH:1].[CH3:16][O:17][C:18]1[CH:19]=[C:20]([CH2:26][CH2:27][C:28]2[NH:32][N:31]=[C:30]([NH:33][C:2]3[CH:7]=[CH:6][N:5]=[C:4]([NH:8][CH2:9][C:10]4[O:14][N:13]=[C:12]([CH3:15])[CH:11]=4)[N:3]=3)[CH:29]=2)[CH:21]=[CH:22][C:23]=1[O:24][CH3:25]. The yield is 0.480. (2) The reactants are [N:1]([C:4]1[CH:14]=[CH:13][C:7]([C:8]([NH:10][CH2:11][CH3:12])=[O:9])=[CH:6][C:5]=1[OH:15])=[N+:2]=[N-:3].O=[C:17]([CH3:23])[CH2:18][C:19]([O:21]C)=[O:20].[O-]CC.[Na+].[OH-].[Na+]. The catalyst is C(O)C. The product is [CH2:11]([NH:10][C:8]([C:7]1[CH:13]=[CH:14][C:4]([N:1]2[C:17]([CH3:23])=[C:18]([C:19]([OH:21])=[O:20])[N:3]=[N:2]2)=[C:5]([OH:15])[CH:6]=1)=[O:9])[CH3:12]. The yield is 0.550. (3) The reactants are [Cl:1][S:2]([C:5]1[CH:6]=[C:7]([CH:11]=[CH:12][CH:13]=1)[C:8](Cl)=[O:9])(=[O:4])=[O:3].[CH3:14][C:15]([NH2:23])([C:17]1[CH:22]=[CH:21][CH:20]=[CH:19][CH:18]=1)[CH3:16].N1C(C)=CC=CC=1C. The catalyst is C(Cl)Cl.CCOC(C)=O. The product is [CH3:14][C:15]([NH:23][C:8]([C:7]1[CH:6]=[C:5]([S:2]([Cl:1])(=[O:4])=[O:3])[CH:13]=[CH:12][CH:11]=1)=[O:9])([C:17]1[CH:22]=[CH:21][CH:20]=[CH:19][CH:18]=1)[CH3:16]. The yield is 0.980. (4) The reactants are [NH2:1][C:2]1[CH:7]=[CH:6][CH:5]=[CH:4][C:3]=1[SH:8].C(N(C(C)C)CC)(C)C.[Cl:18][CH2:19][CH2:20][CH2:21][CH2:22][CH2:23][C:24](Cl)=O. The catalyst is C1COCC1.C(Cl)Cl. The product is [Cl:18][CH2:19][CH2:20][CH2:21][CH2:22][CH2:23][C:24]1[S:8][C:3]2[CH:4]=[CH:5][CH:6]=[CH:7][C:2]=2[N:1]=1. The yield is 0.0600. (5) The reactants are [C:1]([C:3]1[C:11]2[C:6](=[CH:7][C:8]([C:12]([O:14]C)=[O:13])=[CH:9][CH:10]=2)[N:5]([CH2:16][CH3:17])[CH:4]=1)#[N:2].N1C2C(=CC=C(C(OC)=O)C=2)C=C1.[OH-].[Na+]. The catalyst is C1COCC1. The product is [C:1]([C:3]1[C:11]2[C:6](=[CH:7][C:8]([C:12]([OH:14])=[O:13])=[CH:9][CH:10]=2)[N:5]([CH2:16][CH3:17])[CH:4]=1)#[N:2]. The yield is 0.950. (6) The reactants are [CH2:1]([N:8]1[CH2:13][CH2:12][N:11]([CH2:14][C:15]2[CH:20]=[CH:19][CH:18]=[CH:17][CH:16]=2)[CH2:10][C@@H:9]1[CH:21]=[CH2:22])[C:2]1[CH:7]=[CH:6][CH:5]=[CH:4][CH:3]=1.B1C2CCCC1CCC2.[OH:32]O.[OH-].[Na+]. The catalyst is O1CCCC1. The product is [CH2:1]([N:8]1[CH2:13][CH2:12][N:11]([CH2:14][C:15]2[CH:20]=[CH:19][CH:18]=[CH:17][CH:16]=2)[CH2:10][C@@H:9]1[CH2:21][CH2:22][OH:32])[C:2]1[CH:3]=[CH:4][CH:5]=[CH:6][CH:7]=1. The yield is 0.960. (7) The reactants are Cl[CH2:2][CH2:3][C:4]([NH:6][C:7]1[CH:20]=[CH:19][C:18]2[C:17](=[O:21])[C:16]3[C:11](=[CH:12][C:13]([NH:22][C:23](=[O:27])[CH2:24][CH2:25]Cl)=[CH:14][CH:15]=3)[C:10](=[O:28])[C:9]=2[CH:8]=1)=[O:5].[NH:29]1[CH2:33][CH2:32][CH2:31][CH2:30]1.[N:34]1[CH:39]=[CH:38][CH:37]=[CH:36]C=1. The catalyst is CN(C)C=O. The product is [N:29]1([CH2:2][CH2:3][C:4]([NH:6][C:7]2[CH:20]=[CH:19][C:18]3[C:17](=[O:21])[C:16]4[C:11](=[CH:12][C:13]([NH:22][C:23](=[O:27])[CH2:24][CH2:25][N:34]5[CH2:36][CH2:37][CH2:38][CH2:39]5)=[CH:14][CH:15]=4)[C:10](=[O:28])[C:9]=3[CH:8]=2)=[O:5])[CH2:33][CH2:32][CH2:31][CH2:30]1. The yield is 0.490.